Dataset: NCI-60 drug combinations with 297,098 pairs across 59 cell lines. Task: Regression. Given two drug SMILES strings and cell line genomic features, predict the synergy score measuring deviation from expected non-interaction effect. (1) Drug 1: CCC1=CC2CC(C3=C(CN(C2)C1)C4=CC=CC=C4N3)(C5=C(C=C6C(=C5)C78CCN9C7C(C=CC9)(C(C(C8N6C)(C(=O)OC)O)OC(=O)C)CC)OC)C(=O)OC.C(C(C(=O)O)O)(C(=O)O)O. Drug 2: CC1C(C(=O)NC(C(=O)N2CCCC2C(=O)N(CC(=O)N(C(C(=O)O1)C(C)C)C)C)C(C)C)NC(=O)C3=C4C(=C(C=C3)C)OC5=C(C(=O)C(=C(C5=N4)C(=O)NC6C(OC(=O)C(N(C(=O)CN(C(=O)C7CCCN7C(=O)C(NC6=O)C(C)C)C)C)C(C)C)C)N)C. Cell line: CCRF-CEM. Synergy scores: CSS=40.5, Synergy_ZIP=1.23, Synergy_Bliss=4.16, Synergy_Loewe=7.03, Synergy_HSA=6.07. (2) Drug 1: CC12CCC(CC1=CCC3C2CCC4(C3CC=C4C5=CN=CC=C5)C)O. Drug 2: CC1=C(C=C(C=C1)NC(=O)C2=CC=C(C=C2)CN3CCN(CC3)C)NC4=NC=CC(=N4)C5=CN=CC=C5. Cell line: MDA-MB-231. Synergy scores: CSS=5.68, Synergy_ZIP=-1.25, Synergy_Bliss=-1.82, Synergy_Loewe=-1.99, Synergy_HSA=-1.42. (3) Drug 1: CCC1(CC2CC(C3=C(CCN(C2)C1)C4=CC=CC=C4N3)(C5=C(C=C6C(=C5)C78CCN9C7C(C=CC9)(C(C(C8N6C)(C(=O)OC)O)OC(=O)C)CC)OC)C(=O)OC)O.OS(=O)(=O)O. Drug 2: CC(C)(C#N)C1=CC(=CC(=C1)CN2C=NC=N2)C(C)(C)C#N. Cell line: IGROV1. Synergy scores: CSS=1.63, Synergy_ZIP=-1.11, Synergy_Bliss=-0.571, Synergy_Loewe=-1.64, Synergy_HSA=-0.617. (4) Drug 1: CN1CCC(CC1)COC2=C(C=C3C(=C2)N=CN=C3NC4=C(C=C(C=C4)Br)F)OC. Drug 2: C1=NC2=C(N1)C(=S)N=C(N2)N. Cell line: NCI/ADR-RES. Synergy scores: CSS=36.7, Synergy_ZIP=-3.28, Synergy_Bliss=0.945, Synergy_Loewe=-1.52, Synergy_HSA=2.55.